This data is from Full USPTO retrosynthesis dataset with 1.9M reactions from patents (1976-2016). The task is: Predict the reactants needed to synthesize the given product. Given the product [Cl:8][C:9]1[CH:10]=[CH:11][C:12]([CH2:15][O:16][C:17]2[CH:22]=[CH:21][N:20]([C:23]3[CH:24]=[CH:25][C:26]([O:29][C@@H:30]4[CH2:34][CH2:33][NH:32][CH2:31]4)=[CH:27][CH:28]=3)[C:19](=[O:42])[CH:18]=2)=[N:13][CH:14]=1, predict the reactants needed to synthesize it. The reactants are: FC(F)(F)C(O)=O.[Cl:8][C:9]1[CH:10]=[CH:11][C:12]([CH2:15][O:16][C:17]2[CH:22]=[CH:21][N:20]([C:23]3[CH:28]=[CH:27][C:26]([O:29][C@@H:30]4[CH2:34][CH2:33][N:32](C(OC(C)(C)C)=O)[CH2:31]4)=[CH:25][CH:24]=3)[C:19](=[O:42])[CH:18]=2)=[N:13][CH:14]=1.